This data is from Full USPTO retrosynthesis dataset with 1.9M reactions from patents (1976-2016). The task is: Predict the reactants needed to synthesize the given product. Given the product [C:2]1([C:1]2[O:8][CH2:9][CH2:12][N:10]=2)[CH:7]=[CH:6][CH:5]=[CH:4][CH:3]=1, predict the reactants needed to synthesize it. The reactants are: [C:1](=[NH:10])([O:8][CH3:9])[C:2]1[CH:7]=[CH:6][CH:5]=[CH:4][CH:3]=1.N[CH2:12]CO.